Task: Predict the reaction yield, written as a fraction of the theoretical maximum amount of product (1.0 means a 100% yield; for example, 0.34 means a 34% yield).. Dataset: Reaction yield outcomes from USPTO patents with 853,638 reactions (1) The reactants are [CH:1]([O:4][C:5]([N:7]1[CH2:12][CH2:11][CH:10]([O:13][C:14]2[C:19]([O:20][CH3:21])=[C:18](Cl)[N:17]=[CH:16][N:15]=2)[CH2:9][CH2:8]1)=[O:6])([CH3:3])[CH3:2].C(=O)([O-])[O-].[K+].[K+].[Br:29][C:30]1[CH:35]=[CH:34][C:33]([OH:36])=[C:32]([F:37])[CH:31]=1. The catalyst is CC(N(C)C)=O. The product is [CH:1]([O:4][C:5]([N:7]1[CH2:12][CH2:11][CH:10]([O:13][C:14]2[C:19]([O:20][CH3:21])=[C:18]([O:36][C:33]3[CH:34]=[CH:35][C:30]([Br:29])=[CH:31][C:32]=3[F:37])[N:17]=[CH:16][N:15]=2)[CH2:9][CH2:8]1)=[O:6])([CH3:3])[CH3:2]. The yield is 0.350. (2) The yield is 0.0980. No catalyst specified. The product is [CH2:1]([S:3]([N:6]1[CH2:7][CH2:8][CH:9]([C:12]2[C:20]3[C:15](=[C:16]([C:29]([NH2:31])=[O:30])[CH:17]=[C:18]([C:21]4[CH:26]=[CH:25][CH:24]=[C:23]([CH2:27][NH:32][C@H:33]5[CH2:38][CH2:37][C@H:36]([OH:39])[CH2:35][CH2:34]5)[CH:22]=4)[CH:19]=3)[NH:14][CH:13]=2)[CH2:10][CH2:11]1)(=[O:5])=[O:4])[CH3:2]. The reactants are [CH2:1]([S:3]([N:6]1[CH2:11][CH2:10][CH:9]([C:12]2[C:20]3[C:15](=[C:16]([C:29]([NH2:31])=[O:30])[CH:17]=[C:18]([C:21]4[CH:26]=[CH:25][CH:24]=[C:23]([CH:27]=O)[CH:22]=4)[CH:19]=3)[NH:14][CH:13]=2)[CH2:8][CH2:7]1)(=[O:5])=[O:4])[CH3:2].[NH2:32][C@H:33]1[CH2:38][CH2:37][C@H:36]([OH:39])[CH2:35][CH2:34]1.[BH-](OC(C)=O)(OC(C)=O)OC(C)=O.[Na+]. (3) The reactants are [S:1]1[CH:5]=[C:4]([CH:6]([CH3:12])[C:7]([O:9]CC)=[O:8])[N:3]=[CH:2]1.[OH-].[Na+].O. The catalyst is CO. The product is [S:1]1[CH:5]=[C:4]([CH:6]([CH3:12])[C:7]([OH:9])=[O:8])[N:3]=[CH:2]1. The yield is 0.950. (4) The reactants are Cl.[NH2:2][CH:3]([C@H:9]([CH3:17])[CH2:10][CH:11]([CH3:16])[CH2:12][CH2:13][CH:14]=[CH2:15])[C:4]([O:6][CH2:7][CH3:8])=[O:5].C(N(CC)C(C)C)(C)C.[C:27](O[C:27]([O:29][C:30]([CH3:33])([CH3:32])[CH3:31])=[O:28])([O:29][C:30]([CH3:33])([CH3:32])[CH3:31])=[O:28]. The catalyst is C(Cl)Cl. The product is [C:30]([O:29][C:27]([NH:2][CH:3]([C@H:9]([CH3:17])[CH2:10][CH:11]([CH3:16])[CH2:12][CH2:13][CH:14]=[CH2:15])[C:4]([O:6][CH2:7][CH3:8])=[O:5])=[O:28])([CH3:33])([CH3:32])[CH3:31]. The yield is 0.940. (5) The reactants are [Cl:1][C:2]1[CH:3]=[C:4]([C@@H:12]([CH2:16][CH:17]2[CH2:21][CH2:20][CH2:19][CH2:18]2)[C:13]([OH:15])=O)[CH:5]=[CH:6][C:7]=1[S:8]([CH3:11])(=[O:10])=[O:9].C(Cl)(=O)C(Cl)=O.[CH3:28][O:29][C:30]([C:32]1[CH:37]=[N:36][C:35]([NH2:38])=[CH:34][N:33]=1)=[O:31].N1C=CC=CC=1. The catalyst is C(Cl)Cl.CN(C)C=O. The product is [CH3:28][O:29][C:30]([C:32]1[CH:37]=[N:36][C:35]([NH:38][C:13](=[O:15])[C@@H:12]([C:4]2[CH:5]=[CH:6][C:7]([S:8]([CH3:11])(=[O:9])=[O:10])=[C:2]([Cl:1])[CH:3]=2)[CH2:16][CH:17]2[CH2:21][CH2:20][CH2:19][CH2:18]2)=[CH:34][N:33]=1)=[O:31]. The yield is 0.820. (6) The product is [F:28][C:25]1[CH:26]=[CH:27][C:22]2[C:16]3[C:15]([CH:13]([CH3:14])[N:12]([S:9]([C:5]4[CH:6]=[CH:7][CH:8]=[C:3]([O:2][CH3:1])[CH:4]=4)(=[O:11])=[O:10])[C:23]=2[CH:24]=1)=[CH:20][C:19]([F:21])=[CH:18][CH:17]=3. The yield is 0.960. The catalyst is CN(C)C=O. The reactants are [CH3:1][O:2][C:3]1[CH:4]=[C:5]([S:9]([NH:12][CH:13]([C:15]2[CH:20]=[C:19]([F:21])[CH:18]=[CH:17][C:16]=2[C:22]2[CH:27]=[CH:26][C:25]([F:28])=[CH:24][C:23]=2F)[CH3:14])(=[O:11])=[O:10])[CH:6]=[CH:7][CH:8]=1.C(=O)([O-])[O-].[K+].[K+].